From a dataset of Full USPTO retrosynthesis dataset with 1.9M reactions from patents (1976-2016). Predict the reactants needed to synthesize the given product. (1) Given the product [CH3:19][N:18]([CH3:20])[C:16]([C:6]1[C:5]2[C:9](=[CH:10][C:2]([Cl:1])=[CH:3][CH:4]=2)[N:8]([CH2:11][C:12]#[N:13])[CH:7]=1)=[O:21], predict the reactants needed to synthesize it. The reactants are: [Cl:1][C:2]1[CH:10]=[C:9]2[C:5]([CH:6]=[CH:7][N:8]2[CH2:11][C:12]#[N:13])=[CH:4][CH:3]=1.[Cl-].Cl[C:16](=[N+:18]([CH3:20])[CH3:19])Cl.[OH2:21]. (2) The reactants are: [C:1]([C:3]1[CH:4]=[C:5]([NH:9][CH2:10][C:11]2[O:15][C:14](=[O:16])[O:13][C:12]=2[CH:17]2[CH2:21][CH2:20][CH2:19][N:18]2[C:22]([O:24][C:25]([CH3:28])([CH3:27])[CH3:26])=[O:23])[CH:6]=[CH:7][CH:8]=1)#[CH:2].C(N(CC)CC)C.[Cl:36][CH:37]([Cl:41])[C:38](Cl)=[O:39]. Given the product [Cl:36][CH:37]([Cl:41])[C:38]([N:9]([CH2:10][C:11]1[O:15][C:14](=[O:16])[O:13][C:12]=1[CH:17]1[CH2:21][CH2:20][CH2:19][N:18]1[C:22]([O:24][C:25]([CH3:28])([CH3:27])[CH3:26])=[O:23])[C:5]1[CH:6]=[CH:7][CH:8]=[C:3]([C:1]#[CH:2])[CH:4]=1)=[O:39], predict the reactants needed to synthesize it.